This data is from Catalyst prediction with 721,799 reactions and 888 catalyst types from USPTO. The task is: Predict which catalyst facilitates the given reaction. (1) Reactant: I[C:2]1[CH:7]=[CH:6][N:5]=[CH:4][C:3]=1[NH:8][C:9](=[O:15])[O:10][C:11]([CH3:14])([CH3:13])[CH3:12].[C:16]1([CH3:28])[CH:21]=[C:20]([CH3:22])[CH:19]=[C:18]([CH3:23])[C:17]=1OB(O)O.O.O.O.O.O.O.O.O.[OH-].[Ba+2].[OH-]. Product: [C:16]1([CH3:28])[CH:21]=[C:20]([CH3:22])[CH:19]=[C:18]([CH3:23])[C:17]=1[C:2]1[CH:7]=[CH:6][N:5]=[CH:4][C:3]=1[NH:8][C:9](=[O:15])[O:10][C:11]([CH3:14])([CH3:13])[CH3:12]. The catalyst class is: 108. (2) Reactant: [F:1][C:2]([F:18])([F:17])[C:3]1[CH:16]=[C:6]2[C:7]([CH:13]([OH:15])[CH3:14])=[CH:8][CH:9]=[C:10]([O:11][CH3:12])[N:5]2[N:4]=1. Product: [C:13]([C:7]1[C:6]2[N:5]([N:4]=[C:3]([C:2]([F:1])([F:18])[F:17])[CH:16]=2)[C:10]([O:11][CH3:12])=[CH:9][CH:8]=1)(=[O:15])[CH3:14]. The catalyst class is: 327. (3) Product: [O:23]1[C:24]2[C:29](=[CH:28][CH:27]=[CH:26][CH:25]=2)[CH:20]([O:3][C:4]2[C:12]3[N:11]=[C:10]([CH3:13])[N:9]([CH3:14])[C:8]=3[CH:7]=[C:6]([C:15]([O:17][CH3:18])=[O:16])[CH:5]=2)[CH2:21][CH2:22]1. Reactant: [H-].[Na+].[OH:3][C:4]1[C:12]2[N:11]=[C:10]([CH3:13])[N:9]([CH3:14])[C:8]=2[CH:7]=[C:6]([C:15]([O:17][CH3:18])=[O:16])[CH:5]=1.Cl[CH:20]1[C:29]2[C:24](=[CH:25][CH:26]=[CH:27][CH:28]=2)[O:23][CH2:22][CH2:21]1. The catalyst class is: 9.